Dataset: Forward reaction prediction with 1.9M reactions from USPTO patents (1976-2016). Task: Predict the product of the given reaction. (1) Given the reactants [Cl:1][C:2]1[CH:7]=[CH:6][CH:5]=[C:4]([Cl:8])[C:3]=1[C:9]1[C:13]([CH2:14]O)=[C:12]([CH:16]([CH3:18])[CH3:17])[O:11][N:10]=1.[CH3:19][O:20][C:21]([C:23]1[C:31]2[C:26](=[CH:27][C:28]([C:32]3[CH:37]=[CH:36][C:35](O)=[CH:34][C:33]=3[CH3:39])=[CH:29][CH:30]=2)[NH:25][CH:24]=1)=[O:22].N(C(N1CCCCC1)=O)=NC(N1CCCCC1)=[O:43].C(P(CCCC)CCCC)CCC, predict the reaction product. The product is: [CH3:19][O:20][C:21]([C:23]1[C:27]2[C:26](=[CH:31][CH:30]=[CH:29][C:28]=2[C:32]2[CH:37]=[CH:36][CH:35]=[C:34]([O:43][CH:9]([C:3]3[C:2]([Cl:1])=[CH:7][CH:6]=[CH:5][C:4]=3[Cl:8])[C:13]3[CH:14]=[N:10][O:11][C:12]=3[CH:16]([CH3:18])[CH3:17])[C:33]=2[CH3:39])[NH:25][CH:24]=1)=[O:22]. (2) Given the reactants [F:1][C:2]1[CH:9]=[CH:8][CH:7]=[CH:6][C:3]=1[CH:4]=O.[CH3:10][CH:11]1[CH2:16][CH:15]([OH:17])[CH2:14][CH2:13][NH:12]1, predict the reaction product. The product is: [F:1][C:2]1[CH:9]=[CH:8][CH:7]=[CH:6][C:3]=1[CH2:4][N:12]1[CH2:13][CH2:14][CH:15]([OH:17])[CH2:16][CH:11]1[CH3:10].